The task is: Predict the product of the given reaction.. This data is from Forward reaction prediction with 1.9M reactions from USPTO patents (1976-2016). (1) The product is: [Cl:7][C:8]1[C:16]2[N:15]=[C:14]3[CH:17]([C:22]4[CH:27]=[CH:26][C:25]([Cl:28])=[CH:24][C:23]=4[Cl:29])[O:18][CH2:19][CH2:20][CH2:21][N:13]3[C:12]=2[C:11]([CH2:30][OH:31])=[CH:10][CH:9]=1. Given the reactants [H-].[Al+3].[Li+].[H-].[H-].[H-].[Cl:7][C:8]1[CH:9]=[CH:10][C:11]([C:30](OC)=[O:31])=[C:12]2[C:16]=1[N:15]=[C:14]1[CH:17]([C:22]3[CH:27]=[CH:26][C:25]([Cl:28])=[CH:24][C:23]=3[Cl:29])[O:18][CH2:19][CH2:20][CH2:21][N:13]21.O.O.O.O.O.O.O.O.O.O.S([O-])([O-])(=O)=O.[Na+].[Na+], predict the reaction product. (2) Given the reactants CC([CH:5]1[C:14]2[C:9](=[CH:10][C:11]([C:15]([NH:17][C:18]3[S:19][C:20]([CH2:23][O:24][C:25]4[CH:30]=[CH:29][CH:28]=[CH:27][C:26]=4[Cl:31])=[N:21][N:22]=3)=[O:16])=[CH:12][CH:13]=2)[CH2:8][CH2:7][N:6]1[C:32]([OH:34])=[O:33])(C)C.Cl[C:36]1C=CC=[CH:38][C:37]=1[C:42]1C=CC=CC=1CC1SC(N)=NN=1.[H-].[Na+].I[CH3:58], predict the reaction product. The product is: [Cl:31][C:26]1[CH:27]=[CH:28][CH:29]=[CH:30][C:25]=1[O:24][CH2:23][C:20]1[S:19][C:18]([N:17]([CH3:58])[C:15]([C:11]2[CH:10]=[C:9]3[C:14](=[CH:13][CH:12]=2)[CH2:5][N:6]([C:32]([O:34][C:37]([CH3:42])([CH3:38])[CH3:36])=[O:33])[CH2:7][CH2:8]3)=[O:16])=[N:22][N:21]=1. (3) The product is: [Cl:25][CH2:19][C:4]1[C:3]([C:2]([F:22])([F:21])[F:1])=[CH:8][C:7]([C:9]2[CH:14]=[CH:13][C:12]([C:15]([F:18])([F:17])[F:16])=[CH:11][CH:10]=2)=[N:6][CH:5]=1. Given the reactants [F:1][C:2]([F:22])([F:21])[C:3]1[CH:8]=[C:7]([C:9]2[CH:14]=[CH:13][C:12]([C:15]([F:18])([F:17])[F:16])=[CH:11][CH:10]=2)[N:6]=[CH:5][C:4]=1[CH2:19]O.S(Cl)([Cl:25])=O, predict the reaction product. (4) The product is: [CH3:29][C:17]1[CH:16]=[C:15]([NH:14][C:12]2[N:11]=[CH:10][N:9]=[C:8]3[NH:7][N:6]=[C:5]([O:4][CH2:3][CH2:2][N:34]4[CH2:35][CH2:36][N:31]([CH3:30])[CH2:32][CH2:33]4)[C:13]=23)[CH:20]=[CH:19][C:18]=1[O:21][C:22]1[CH:23]=[N:24][C:25]([CH3:28])=[CH:26][CH:27]=1. Given the reactants Cl[CH2:2][CH2:3][O:4][C:5]1[C:13]2[C:8](=[N:9][CH:10]=[N:11][C:12]=2[NH:14][C:15]2[CH:20]=[CH:19][C:18]([O:21][C:22]3[CH:23]=[N:24][C:25]([CH3:28])=[CH:26][CH:27]=3)=[C:17]([CH3:29])[CH:16]=2)[NH:7][N:6]=1.[CH3:30][N:31]1[CH2:36][CH2:35][NH:34][CH2:33][CH2:32]1, predict the reaction product. (5) Given the reactants [Si:1]([O:18][CH2:19][C@@H:20]1[CH2:24][C@@H:23]([OH:25])[CH2:22][N:21]1[C:26]([O:28][C:29]([CH3:32])([CH3:31])[CH3:30])=[O:27])([C:14]([CH3:17])([CH3:16])[CH3:15])([C:8]1[CH:13]=[CH:12][CH:11]=[CH:10][CH:9]=1)[C:2]1[CH:7]=[CH:6][CH:5]=[CH:4][CH:3]=1.C(N(CC)CC)C.[CH3:40][S:41](Cl)(=[O:43])=[O:42].O, predict the reaction product. The product is: [Si:1]([O:18][CH2:19][C@@H:20]1[CH2:24][C@H:23]([O:25][S:41]([CH3:40])(=[O:43])=[O:42])[CH2:22][N:21]1[C:26]([O:28][C:29]([CH3:32])([CH3:31])[CH3:30])=[O:27])([C:14]([CH3:16])([CH3:17])[CH3:15])([C:8]1[CH:9]=[CH:10][CH:11]=[CH:12][CH:13]=1)[C:2]1[CH:3]=[CH:4][CH:5]=[CH:6][CH:7]=1. (6) Given the reactants C(N(CC)CC)C.[C:8](C1NC=CN=1)(=[O:10])[CH3:9].Cl.[NH2:17][C@@H:18]([CH2:37][C:38]1[CH:43]=[C:42]([F:44])[CH:41]=[C:40]([F:45])[CH:39]=1)[C@H:19]([OH:36])[CH2:20][NH:21][C@@H:22]1[C:31]2[C:26](=[CH:27][CH:28]=[C:29]([O:32][CH:33]([CH3:35])[CH3:34])[CH:30]=2)[O:25][CH2:24][CH2:23]1, predict the reaction product. The product is: [F:44][C:42]1[CH:43]=[C:38]([CH:39]=[C:40]([F:45])[CH:41]=1)[CH2:37][C@H:18]([NH:17][C:8](=[O:10])[CH3:9])[C@H:19]([OH:36])[CH2:20][NH:21][C@@H:22]1[C:31]2[C:26](=[CH:27][CH:28]=[C:29]([O:32][CH:33]([CH3:34])[CH3:35])[CH:30]=2)[O:25][CH2:24][CH2:23]1.